This data is from Full USPTO retrosynthesis dataset with 1.9M reactions from patents (1976-2016). The task is: Predict the reactants needed to synthesize the given product. (1) Given the product [C:32]1([C:8]2[CH:9]=[N:10][N:11]([C:13]([C:26]3[CH:31]=[CH:30][CH:29]=[CH:28][CH:27]=3)([C:20]3[CH:25]=[CH:24][CH:23]=[CH:22][CH:21]=3)[C:14]3[CH:19]=[CH:18][CH:17]=[CH:16][CH:15]=3)[CH:12]=2)[CH:37]=[CH:36][CH:35]=[CH:34][CH:33]=1, predict the reactants needed to synthesize it. The reactants are: C([O-])([O-])=O.[Na+].[Na+].I[C:8]1[CH:9]=[N:10][N:11]([C:13]([C:26]2[CH:31]=[CH:30][CH:29]=[CH:28][CH:27]=2)([C:20]2[CH:25]=[CH:24][CH:23]=[CH:22][CH:21]=2)[C:14]2[CH:19]=[CH:18][CH:17]=[CH:16][CH:15]=2)[CH:12]=1.[C:32]1(B(O)O)[CH:37]=[CH:36][CH:35]=[CH:34][CH:33]=1. (2) Given the product [Cl:11][C:12]1[S:16][C:15]([C:17]([NH:1][C:2]2[C:3]([C:7]([O:9][CH3:10])=[O:8])=[N:4][S:5][CH:6]=2)=[O:18])=[CH:14][CH:13]=1, predict the reactants needed to synthesize it. The reactants are: [NH2:1][C:2]1[C:3]([C:7]([O:9][CH3:10])=[O:8])=[N:4][S:5][CH:6]=1.[Cl:11][C:12]1[S:16][C:15]([C:17](Cl)=[O:18])=[CH:14][CH:13]=1.